From a dataset of Full USPTO retrosynthesis dataset with 1.9M reactions from patents (1976-2016). Predict the reactants needed to synthesize the given product. Given the product [Cl:16][C:6]1[C:5]2[C:10](=[C:11]([Cl:12])[C:2]([Cl:1])=[CH:3][CH:4]=2)[N:9]=[CH:8][N:7]=1, predict the reactants needed to synthesize it. The reactants are: [Cl:1][C:2]1[C:11]([Cl:12])=[C:10]2[C:5]([C:6](=O)[NH:7][CH:8]=[N:9]2)=[CH:4][CH:3]=1.P(Cl)(Cl)([Cl:16])=O.